This data is from Reaction yield outcomes from USPTO patents with 853,638 reactions. The task is: Predict the reaction yield, written as a fraction of the theoretical maximum amount of product (1.0 means a 100% yield; for example, 0.34 means a 34% yield). (1) The reactants are [Si]([O:8][CH2:9][C:10]([C:13]1[N:17]2[N:18]=[C:19]([C:22]3[N:26]4[CH2:27][CH2:28][CH2:29][C:25]4=[N:24][C:23]=3[C:30]3[CH:35]=[CH:34][C:33]([F:36])=[CH:32][C:31]=3[F:37])[CH:20]=[CH:21][C:16]2=[N:15][N:14]=1)([CH3:12])[CH3:11])(C(C)(C)C)(C)C.CCCC[N+](CCCC)(CCCC)CCCC.[F-]. The catalyst is C1COCC1. The product is [F:37][C:31]1[CH:32]=[C:33]([F:36])[CH:34]=[CH:35][C:30]=1[C:23]1[N:24]=[C:25]2[CH2:29][CH2:28][CH2:27][N:26]2[C:22]=1[C:19]1[CH:20]=[CH:21][C:16]2[N:17]([C:13]([C:10]([CH3:12])([CH3:11])[CH2:9][OH:8])=[N:14][N:15]=2)[N:18]=1. The yield is 0.160. (2) The reactants are [CH3:1][C@H:2]1[CH2:7][C:6](=[O:8])[CH2:5][C@H:4]([CH3:9])[O:3]1.[Li+].C[Si]([N-][Si](C)(C)C)(C)C.C1C=CC(N([S:27]([C:30]([F:33])([F:32])[F:31])(=[O:29])=[O:28])[S:27]([C:30]([F:33])([F:32])[F:31])(=[O:29])=[O:28])=CC=1. The catalyst is C1COCC1.CCOCC. The product is [F:31][C:30]([F:33])([F:32])[S:27]([O:8][C:6]1[CH2:7][C@H:2]([CH3:1])[O:3][C@@H:4]([CH3:9])[CH:5]=1)(=[O:29])=[O:28]. The yield is 0.100. (3) The reactants are [CH3:1][O:2][C:3](=[O:18])[C:4]1[CH:9]=[C:8]([N+:10]([O-:12])=[O:11])[C:7]([C:13]([F:16])([F:15])[F:14])=[CH:6][C:5]=1[NH2:17].[C:19](OC(=O)C)(=[O:21])[CH3:20]. No catalyst specified. The product is [CH3:1][O:2][C:3](=[O:18])[C:4]1[CH:9]=[C:8]([N+:10]([O-:12])=[O:11])[C:7]([C:13]([F:16])([F:15])[F:14])=[CH:6][C:5]=1[NH:17][C:19](=[O:21])[CH3:20]. The yield is 0.770. (4) The reactants are [Si:1]([O:8][CH2:9][CH2:10][CH:11]([C:13]1[CH:18]=[CH:17][C:16]([C:19]([F:22])([F:21])[F:20])=[C:15]([F:23])[CH:14]=1)[NH2:12])([C:4]([CH3:7])([CH3:6])[CH3:5])([CH3:3])[CH3:2].O1C[CH2:28][CH:27]([NH:30][C:31]2[N:32]=[CH:33][C:34]3[CH2:40][CH2:39][NH:38][CH2:37][C:35]=3[N:36]=2)[CH2:26]C1.Cl.ClC1C=C(C(C2[O:56][CH:55]=NC=2)N)C=CC=1Cl. No catalyst specified. The product is [Si:1]([O:8][CH2:9][CH2:10][CH:11]([NH:12][C:55]([N:38]1[CH2:39][CH2:40][C:34]2[CH:33]=[N:32][C:31]([NH:30][CH:27]([CH3:26])[CH3:28])=[N:36][C:35]=2[CH2:37]1)=[O:56])[C:13]1[CH:18]=[CH:17][C:16]([C:19]([F:21])([F:20])[F:22])=[C:15]([F:23])[CH:14]=1)([C:4]([CH3:6])([CH3:7])[CH3:5])([CH3:3])[CH3:2]. The yield is 0.281.